Dataset: Forward reaction prediction with 1.9M reactions from USPTO patents (1976-2016). Task: Predict the product of the given reaction. (1) Given the reactants [BH4-].[Na+].[F:3][CH:4]([F:18])[O:5][C:6]1[CH:15]=[CH:14][C:13]2[C:8](=[CH:9][CH:10]=[CH:11][CH:12]=2)[C:7]=1[CH:16]=[O:17], predict the reaction product. The product is: [F:3][CH:4]([F:18])[O:5][C:6]1[CH:15]=[CH:14][C:13]2[C:8](=[CH:9][CH:10]=[CH:11][CH:12]=2)[C:7]=1[CH2:16][OH:17]. (2) Given the reactants [Cl:1][C:2]1[CH:30]=[CH:29][C:5]([CH2:6][N:7]([CH2:26][C:27]#[N:28])[C:8]([C:10]2([CH3:25])[CH2:13][CH2:12][N:11]2[C:14](=[O:24])[CH2:15][C:16]2[CH:21]=[C:20]([CH3:22])[CH:19]=[C:18]([CH3:23])[CH:17]=2)=[O:9])=[CH:4][CH:3]=1.[Sn]([N:44]=[N+:45]=[N-:46])(CCCC)(CCCC)CCCC.Cl, predict the reaction product. The product is: [Cl:1][C:2]1[CH:3]=[CH:4][C:5]([CH2:6][N:7]([CH2:26][C:27]2[NH:46][N:45]=[N:44][N:28]=2)[C:8]([C:10]2([CH3:25])[CH2:13][CH2:12][N:11]2[C:14](=[O:24])[CH2:15][C:16]2[CH:21]=[C:20]([CH3:22])[CH:19]=[C:18]([CH3:23])[CH:17]=2)=[O:9])=[CH:29][CH:30]=1. (3) Given the reactants Br[C:2]1[CH:7]=[CH:6][C:5]([C@@H:8]([N:10]2[CH2:15][CH2:14][C@@:13]([C:20]3[CH:25]=[CH:24][C:23]([F:26])=[CH:22][CH:21]=3)([CH2:16][CH2:17][CH2:18][OH:19])[O:12][C:11]2=[O:27])[CH3:9])=[CH:4][CH:3]=1.Cl[C:29]1[N:34]=[CH:33][CH:32]=[CH:31][N:30]=1, predict the reaction product. The product is: [F:26][C:23]1[CH:24]=[CH:25][C:20]([C@:13]2([CH2:16][CH2:17][CH2:18][OH:19])[O:12][C:11](=[O:27])[N:10]([C@H:8]([C:5]3[CH:6]=[CH:7][C:2]([C:29]4[N:34]=[CH:33][CH:32]=[CH:31][N:30]=4)=[CH:3][CH:4]=3)[CH3:9])[CH2:15][CH2:14]2)=[CH:21][CH:22]=1. (4) Given the reactants [NH2:1][C:2]1[C:7]([C:8]([C:10]2[C:15]([O:16][CH3:17])=[CH:14][CH:13]=[C:12]([F:18])[C:11]=2[F:19])=[O:9])=[CH:6][N:5]=[C:4]([NH:20][CH:21]2[CH2:26][CH2:25][N:24]([S:27]([CH3:30])(=[O:29])=[O:28])[CH2:23][CH:22]2[OH:31])[N:3]=1.S(=O)(=O)(O)O.C(O)(C)C.C(=O)(O)[O-].[Na+], predict the reaction product. The product is: [NH2:1][C:2]1[C:7]([C:8](=[O:9])[C:10]2[C:15]([O:16][CH3:17])=[CH:14][CH:13]=[C:12]([F:18])[C:11]=2[F:19])=[CH:6][N:5]=[C:4]([NH:20][CH:21]2[CH2:26][CH2:25][N:24]([S:27]([CH3:30])(=[O:28])=[O:29])[CH2:23][C:22]2=[O:31])[N:3]=1. (5) Given the reactants [C:1]([C:3]1[N:7]2[CH:8]=[CH:9][CH:10]=[C:11]([NH:12][C:13]3[CH:18]=[CH:17][C:16]([S:19]([CH3:22])(=[O:21])=[O:20])=[CH:15][CH:14]=3)[C:6]2=[N:5][CH:4]=1)#[CH:2].I[C:24]1[CH:25]=[C:26]([CH:40]=[CH:41][C:42]=1[CH3:43])[C:27]([NH:29][C:30]1[CH:35]=[C:34]([C:36]([F:39])([F:38])[F:37])[CH:33]=[CH:32][N:31]=1)=[O:28].C(N(C(C)C)CC)(C)C, predict the reaction product. The product is: [CH3:43][C:42]1[CH:24]=[CH:25][C:26]([C:27]([NH:29][C:30]2[CH:35]=[C:34]([C:36]([F:37])([F:38])[F:39])[CH:33]=[CH:32][N:31]=2)=[O:28])=[CH:40][C:41]=1[C:2]#[C:1][C:3]1[N:7]2[CH:8]=[CH:9][CH:10]=[C:11]([NH:12][C:13]3[CH:18]=[CH:17][C:16]([S:19]([CH3:22])(=[O:21])=[O:20])=[CH:15][CH:14]=3)[C:6]2=[N:5][CH:4]=1. (6) Given the reactants [CH3:1][CH:2]([CH3:17])[C@@H:3]([NH:6][C:7]1[CH:12]=[CH:11][C:10]([C:13]([F:16])([F:15])[F:14])=[CH:9][CH:8]=1)[CH2:4][NH2:5].[C:18]1([CH2:24][C:25]([OH:27])=[O:26])[CH:23]=[CH:22][CH:21]=[CH:20][CH:19]=1.Cl.C(N=C=NCCCN(C)C)C.[OH2:40].ON1C2C=CC=CC=2N=N1.C(N(CC)CC)C, predict the reaction product. The product is: [F:14][C:13]([F:16])([F:15])[C:10]([OH:26])=[O:40].[CH3:1][CH:2]([CH3:17])[C@@H:3]([NH:6][C:7]1[CH:12]=[CH:11][C:10]([C:13]([F:14])([F:15])[F:16])=[CH:9][CH:8]=1)[CH2:4][NH:5][C:25](=[O:27])[CH2:24][C:18]1[CH:19]=[CH:20][CH:21]=[CH:22][CH:23]=1. (7) The product is: [F:30][C:7]1([F:6])[O:29][C:10]2=[CH:11][CH:12]=[C:13]3[C:18]([N:17]=[C:16]([NH2:19])[N:15]4[N:20]=[C:21]([C@@H:23]5[CH2:28][CH2:27][CH2:26][N:25]([CH2:43][C:44]([F:47])([F:46])[F:45])[CH2:24]5)[N:22]=[C:14]34)=[C:9]2[O:8]1. Given the reactants CN(C)C=O.[F:6][C:7]1([F:30])[O:29][C:10]2=[CH:11][CH:12]=[C:13]3[C:18]([N:17]=[C:16]([NH2:19])[N:15]4[N:20]=[C:21]([C@@H:23]5[CH2:28][CH2:27][CH2:26][NH:25][CH2:24]5)[N:22]=[C:14]34)=[C:9]2[O:8]1.C(=O)([O-])[O-].[K+].[K+].FC(F)(F)S(O[CH2:43][C:44]([F:47])([F:46])[F:45])(=O)=O, predict the reaction product. (8) Given the reactants [F:1][C:2]1[CH:3]=[CH:4][C:5]([C:8]([OH:10])=O)=[N:6][CH:7]=1.C1C=CC2N(O)N=[N:17][C:15]=2C=1.O.CCN=C=NCCCN(C)C.Cl.C(N(CC)CC)C.CN.CO, predict the reaction product. The product is: [F:1][C:2]1[CH:3]=[CH:4][C:5]([C:8]([NH:17][CH3:15])=[O:10])=[N:6][CH:7]=1. (9) The product is: [C:22]([O:26][C:27]([NH:29][C@@H:30]([C:32]1[C:33]([F:61])=[C:34]([C:2]2[CH:7]=[CH:6][CH:5]=[C:4]([N:8]([CH2:10][C:11]3[CH:16]=[CH:15][CH:14]=[CH:13][C:12]=3[CH2:17][C:18]([O:20][CH3:21])=[O:19])[CH3:9])[CH:3]=2)[CH:35]=[CH:36][CH:37]=1)[CH3:31])=[O:28])([CH3:23])([CH3:24])[CH3:25]. Given the reactants Br[C:2]1[CH:3]=[C:4]([N:8]([CH2:10][C:11]2[CH:16]=[CH:15][CH:14]=[CH:13][C:12]=2[CH2:17][C:18]([O:20][CH3:21])=[O:19])[CH3:9])[CH:5]=[CH:6][CH:7]=1.[C:22]([O:26][C:27]([NH:29][C@@H:30]([C:32]1[C:33]([F:61])=[C:34](C2C=C(O)C=C(COC3C=CC=CC=3CC(OC(C)(C)C)=O)C=2)[CH:35]=[CH:36][CH:37]=1)[CH3:31])=[O:28])([CH3:25])([CH3:24])[CH3:23].[O-]P([O-])([O-])=O.[K+].[K+].[K+].C(Cl)Cl, predict the reaction product.